Dataset: Forward reaction prediction with 1.9M reactions from USPTO patents (1976-2016). Task: Predict the product of the given reaction. (1) Given the reactants [CH3:1][O:2][C:3]1[CH:4]=[C:5]([N+:15]([O-])=O)[CH:6]=[C:7]2[C:11]=1[NH:10][C:9]([C:12]([OH:14])=[O:13])=[CH:8]2.[H][H], predict the reaction product. The product is: [NH2:15][C:5]1[CH:6]=[C:7]2[C:11](=[C:3]([O:2][CH3:1])[CH:4]=1)[NH:10][C:9]([C:12]([OH:14])=[O:13])=[CH:8]2. (2) Given the reactants [CH2:1]1[C:3]2([CH2:8][C:7](=[O:9])[O:6][C:5](=[O:10])[CH2:4]2)[CH2:2]1.[CH3:11][OH:12], predict the reaction product. The product is: [CH3:11][O:12][C:7]([CH2:8][C:3]1([CH2:4][C:5]([OH:10])=[O:6])[CH2:1][CH2:2]1)=[O:9]. (3) Given the reactants [Br:1][C:2]1[C:7]([CH2:8][OH:9])=[CH:6][C:5]([OH:10])=[C:4]([F:11])[CH:3]=1.[O:12]1[CH:17]=[CH:16][CH2:15][CH2:14][CH2:13]1, predict the reaction product. The product is: [Br:1][C:2]1[C:7]([CH2:8][O:9][CH:13]2[CH2:14][CH2:15][CH2:16][CH2:17][O:12]2)=[CH:6][C:5]([O:10][CH:17]2[CH2:16][CH2:15][CH2:14][CH2:13][O:12]2)=[C:4]([F:11])[CH:3]=1. (4) Given the reactants [Li]CCCC.[CH3:6][O:7][C:8]1[CH:9]=[C:10]([CH3:16])[CH:11]=[C:12]([O:14][CH3:15])[CH:13]=1.[C:17]1([CH2:23][CH2:24][CH2:25][CH2:26]Br)[CH:22]=[CH:21][CH:20]=[CH:19][CH:18]=1, predict the reaction product. The product is: [CH3:15][O:14][C:12]1[CH:11]=[C:10]([CH3:16])[CH:9]=[C:8]([O:7][CH3:6])[C:13]=1[CH2:26][CH2:25][CH2:24][CH2:23][C:17]1[CH:22]=[CH:21][CH:20]=[CH:19][CH:18]=1. (5) Given the reactants CO[C:3]([C@H:5]1[C@H:10]([CH3:11])[O:9][C@@H:8]([CH3:12])[CH2:7][N:6]1[S:13][C:14]1[CH:19]=[CH:18][C:17]([O:20][CH2:21][C:22]2[CH:27]=[CH:26][CH:25]=[CH:24][C:23]=2[CH3:28])=[CH:16][CH:15]=1)=[O:4].O.[OH-].[Li+].Cl.[Cl-].[Na+].Cl.C([NH:39]O)C=C.[OH:41][C:42]1C2N=NNC=2C=[CH:44][CH:43]=1.C(N(C(C)C)CC)(C)C.CN(C)CCCN=C=NCC, predict the reaction product. The product is: [CH2:42]([O:41][NH:39][C:3]([C@H:5]1[C@H:10]([CH3:11])[O:9][C@@H:8]([CH3:12])[CH2:7][N:6]1[S:13][C:14]1[CH:15]=[CH:16][C:17]([O:20][CH2:21][C:22]2[CH:27]=[CH:26][CH:25]=[CH:24][C:23]=2[CH3:28])=[CH:18][CH:19]=1)=[O:4])[CH:43]=[CH2:44]. (6) Given the reactants [CH2:1]([O:8][C:9]1[CH:10]=[C:11]([OH:15])[CH:12]=[CH:13][CH:14]=1)[C:2]1[CH:7]=[CH:6][CH:5]=[CH:4][CH:3]=1.Cl[CH2:17][CH2:18][N:19]([CH3:21])[CH3:20].C(=O)([O-])[O-].[Cs+].[Cs+], predict the reaction product. The product is: [CH2:1]([O:8][C:9]1[CH:10]=[C:11]([CH:12]=[CH:13][CH:14]=1)[O:15][CH2:17][CH2:18][N:19]([CH3:21])[CH3:20])[C:2]1[CH:3]=[CH:4][CH:5]=[CH:6][CH:7]=1. (7) Given the reactants [NH3:1].[Cl:2][CH2:3][CH:4]1[C:12]2[C:11]3[CH:13]=[CH:14][C:15]([S:17](Cl)(=[O:19])=[O:18])=[CH:16][C:10]=3[C:9]([N+:21]([O-:23])=[O:22])=[CH:8][C:7]=2[N:6](C(=O)C(F)(F)F)[CH2:5]1.C([O-])([O-])=O.[Cs+].[Cs+].CO, predict the reaction product. The product is: [Cl:2][CH2:3][CH:4]1[C:12]2[C:11]3[CH:13]=[CH:14][C:15]([S:17]([NH2:1])(=[O:19])=[O:18])=[CH:16][C:10]=3[C:9]([N+:21]([O-:23])=[O:22])=[CH:8][C:7]=2[NH:6][CH2:5]1. (8) Given the reactants [F:1][C:2]1[C:7]([F:8])=[CH:6][CH:5]=[CH:4][C:3]=1[C:9]1[N:17]=[C:12]2[CH:13]=[N:14][NH:15][CH:16]=[C:11]2[N:10]=1.[F:18][C:19]([F:40])([F:39])[C:20]1[CH:25]=[C:24]([C:26]([F:29])([F:28])[F:27])[CH:23]=[CH:22][C:21]=1[C:30]1[CH:34]=[C:33]([C:35](Cl)([CH3:37])[CH3:36])[O:32][N:31]=1, predict the reaction product. The product is: [F:40][C:19]([F:18])([F:39])[C:20]1[CH:25]=[C:24]([C:26]([F:29])([F:27])[F:28])[CH:23]=[CH:22][C:21]=1[C:30]1[CH:34]=[C:33]([C:35]([N:14]2[CH:13]=[C:12]3[N:17]=[C:9]([C:3]4[CH:4]=[CH:5][CH:6]=[C:7]([F:8])[C:2]=4[F:1])[N:10]=[C:11]3[CH:16]=[N:15]2)([CH3:37])[CH3:36])[O:32][N:31]=1. (9) Given the reactants C[O-].[Na+].[F:4][C:5]([F:33])([F:32])[C:6]1[CH:11]=[CH:10][C:9]([CH2:12][CH2:13][C:14]2[N:18]([CH2:19][O:20][CH2:21][CH2:22][Si:23]([CH3:26])([CH3:25])[CH3:24])[N:17]=[CH:16][C:15]=2[C:27]([O:29]CC)=O)=[CH:8][CH:7]=1.O[NH:35][C:36]([C:38]1[CH:43]=[CH:42][CH:41]=[C:40]([S:44](=[O:47])(=[O:46])[NH2:45])[CH:39]=1)=[NH:37], predict the reaction product. The product is: [F:33][C:5]([F:32])([F:4])[C:6]1[CH:11]=[CH:10][C:9]([CH2:12][CH2:13][C:14]2[N:18]([CH2:19][O:20][CH2:21][CH2:22][Si:23]([CH3:26])([CH3:25])[CH3:24])[N:17]=[CH:16][C:15]=2[C:27]2[O:29][N:37]=[C:36]([C:38]3[CH:39]=[C:40]([S:44]([NH2:45])(=[O:46])=[O:47])[CH:41]=[CH:42][CH:43]=3)[N:35]=2)=[CH:8][CH:7]=1. (10) Given the reactants [C:1]([C:4]1[N:9]=[C:8]([C:10](=O)[CH3:11])[CH:7]=[CH:6][CH:5]=1)(=[O:3])[CH3:2].[CH3:13][C:14]1[CH:19]=[C:18]([CH3:20])[CH:17]=[C:16]([CH3:21])[C:15]=1[NH2:22].C1(C)C=CC(S(O)(=O)=O)=CC=1, predict the reaction product. The product is: [CH3:13][C:14]1[CH:19]=[C:18]([CH3:20])[CH:17]=[C:16]([CH3:21])[C:15]=1[N:22]=[C:10]([C:8]1[N:9]=[C:4]([C:1](=[O:3])[CH3:2])[CH:5]=[CH:6][CH:7]=1)[CH3:11].